This data is from Forward reaction prediction with 1.9M reactions from USPTO patents (1976-2016). The task is: Predict the product of the given reaction. Given the reactants C(OC([N:8]1[CH2:13][CH2:12][CH:11]([N:14]2[CH:18]=[C:17]([C:19]3[CH:20]=[N:21][C:22]([NH2:36])=[C:23]([C:25]4[N:26]=[CH:27][C:28]5[C:33]([C:34]=4[F:35])=[CH:32][CH:31]=[CH:30][CH:29]=5)[CH:24]=3)[CH:16]=[N:15]2)[CH2:10][CH2:9]1)=O)(C)(C)C.C(Cl)[Cl:38].[ClH:40].CCOCC, predict the reaction product. The product is: [ClH:38].[ClH:40].[ClH:38].[F:35][C:34]1[C:33]2[C:28](=[CH:29][CH:30]=[CH:31][CH:32]=2)[CH:27]=[N:26][C:25]=1[C:23]1[C:22]([NH2:36])=[N:21][CH:20]=[C:19]([C:17]2[CH:16]=[N:15][N:14]([CH:11]3[CH2:10][CH2:9][NH:8][CH2:13][CH2:12]3)[CH:18]=2)[CH:24]=1.